From a dataset of Peptide-MHC class II binding affinity with 134,281 pairs from IEDB. Regression. Given a peptide amino acid sequence and an MHC pseudo amino acid sequence, predict their binding affinity value. This is MHC class II binding data. (1) The peptide sequence is ERSLWIIFSKNLNIK. The MHC is HLA-DQA10301-DQB10302 with pseudo-sequence HLA-DQA10301-DQB10302. The binding affinity (normalized) is 0.202. (2) The binding affinity (normalized) is 0.721. The peptide sequence is VVSRLLIPVPFDPPA. The MHC is HLA-DQA10101-DQB10501 with pseudo-sequence HLA-DQA10101-DQB10501.